The task is: Predict the product of the given reaction.. This data is from Forward reaction prediction with 1.9M reactions from USPTO patents (1976-2016). (1) Given the reactants [CH3:1][C:2]([CH3:19])=[CH:3][CH2:4][N:5]1[C:13]2[C:8](=[CH:9][CH:10]=[CH:11][CH:12]=2)[C:7](/[CH:14]=[CH:15]/[C:16]([OH:18])=O)=[CH:6]1.[F:20][C:21]1[CH:33]=[CH:32][C:24]([C:25]([NH:27][NH:28][CH:29]([CH3:31])[CH3:30])=[O:26])=[CH:23][CH:22]=1.CN(C(ON1N=NC2C=CC=NC1=2)=[N+](C)C)C.F[P-](F)(F)(F)(F)F.C(N(CC)C(C)C)(C)C, predict the reaction product. The product is: [F:20][C:21]1[CH:33]=[CH:32][C:24]([C:25]([NH:27][N:28]([CH:29]([CH3:30])[CH3:31])[C:16](=[O:18])/[CH:15]=[CH:14]/[C:7]2[C:8]3[C:13](=[CH:12][CH:11]=[CH:10][CH:9]=3)[N:5]([CH2:4][CH:3]=[C:2]([CH3:1])[CH3:19])[CH:6]=2)=[O:26])=[CH:23][CH:22]=1. (2) Given the reactants [CH3:1][CH:2]([CH3:22])[CH2:3][CH2:4][O:5][C:6]1[N:11]=[N:10][C:9]([CH2:12][CH2:13][C:14]2[CH:21]=[CH:20][C:17]([CH:18]=O)=[CH:16][CH:15]=2)=[CH:8][CH:7]=1.[NH:23]1[CH2:27][CH2:26][CH2:25][CH2:24]1, predict the reaction product. The product is: [CH3:1][CH:2]([CH3:22])[CH2:3][CH2:4][O:5][C:6]1[N:11]=[N:10][C:9]([CH2:12][CH2:13][C:14]2[CH:21]=[CH:20][C:17]([CH2:18][N:23]3[CH2:27][CH2:26][CH2:25][CH2:24]3)=[CH:16][CH:15]=2)=[CH:8][CH:7]=1.